From a dataset of Catalyst prediction with 721,799 reactions and 888 catalyst types from USPTO. Predict which catalyst facilitates the given reaction. (1) Reactant: [CH2:1]([O:3][C:4](=[O:30])[C:5]([C:10](=[O:29])[C:11]1[CH:16]=[C:15]([CH2:17][C:18]2[CH:23]=[CH:22][CH:21]=[C:20]([Cl:24])[C:19]=2[F:25])[C:14]([O:26][CH3:27])=[CH:13][C:12]=1[F:28])=[CH:6]N(C)C)[CH3:2].[NH2:31][C@@H:32]([CH:35]([CH3:37])[CH3:36])[CH2:33][OH:34].Cl. Product: [CH2:1]([O:3][C:4](=[O:30])[C:5]([C:10](=[O:29])[C:11]1[CH:16]=[C:15]([CH2:17][C:18]2[CH:23]=[CH:22][CH:21]=[C:20]([Cl:24])[C:19]=2[F:25])[C:14]([O:26][CH3:27])=[CH:13][C:12]=1[F:28])=[CH:6][NH:31][C@H:32]([CH2:33][OH:34])[CH:35]([CH3:37])[CH3:36])[CH3:2]. The catalyst class is: 11. (2) Reactant: [CH3:1][O:2][C:3]1[N:8]=[C:7]([C:9](O)=[O:10])[CH:6]=[CH:5][CH:4]=1.[H-].[Al+3].[Li+].[H-].[H-].[H-].[C@H](O)(C([O-])=O)[C@@H](O)C([O-])=O.[Na+].[K+]. Product: [CH3:1][O:2][C:3]1[N:8]=[C:7]([CH2:9][OH:10])[CH:6]=[CH:5][CH:4]=1. The catalyst class is: 7. (3) Reactant: [NH2:1][CH2:2][C:3]1[CH:4]=[C:5]([CH2:27][C:28]([O:30][C:31]([CH3:34])([CH3:33])[CH3:32])=[O:29])[CH:6]=[CH:7][C:8]=1[O:9][C:10]1[CH:15]=[CH:14][C:13]([NH:16][C:17](=[O:26])[C:18]2[CH:23]=[CH:22][C:21]([Cl:24])=[C:20]([Cl:25])[CH:19]=2)=[CH:12][CH:11]=1.N1C=CC=CC=1.[C:41](Cl)(=[O:48])[C:42]1[CH:47]=[CH:46][CH:45]=[N:44][CH:43]=1. Product: [Cl:25][C:20]1[CH:19]=[C:18]([CH:23]=[CH:22][C:21]=1[Cl:24])[C:17]([NH:16][C:13]1[CH:12]=[CH:11][C:10]([O:9][C:8]2[CH:7]=[CH:6][C:5]([CH2:27][C:28]([O:30][C:31]([CH3:34])([CH3:33])[CH3:32])=[O:29])=[CH:4][C:3]=2[CH2:2][NH:1][C:41](=[O:48])[C:42]2[CH:47]=[CH:46][CH:45]=[N:44][CH:43]=2)=[CH:15][CH:14]=1)=[O:26]. The catalyst class is: 34. (4) The catalyst class is: 28. Product: [C:1]([NH:4][C:5]1[CH:6]=[C:7]2[C:12](=[CH:13][CH:14]=1)[O:11][CH:10]([CH2:15][OH:16])[CH2:9][CH2:8]2)(=[O:3])[CH3:2]. Reactant: [C:1]([NH:4][C:5]1[CH:6]=[C:7]2[C:12](=[CH:13][CH:14]=1)[O:11][CH:10]([C:15](OCC)=[O:16])[CH2:9][CH2:8]2)(=[O:3])[CH3:2].[H-].[Al+3].[Li+].[H-].[H-].[H-]. (5) Reactant: [N:1]1([C:7]2[C:8]3[N:9]([CH:15]=[C:16]([C:18]4[CH:23]=[CH:22][N:21]=[CH:20][CH:19]=4)[N:17]=3)[N:10]=[C:11]([NH:13][NH2:14])[CH:12]=2)[CH2:6][CH2:5][O:4][CH2:3][CH2:2]1.[C:24]([C:27]1[CH:28]=[C:29]([CH:32]=[CH:33][CH:34]=1)[CH:30]=O)([CH3:26])=[CH2:25]. Product: [C:24]([C:27]1[CH:28]=[C:29]([CH:32]=[CH:33][CH:34]=1)[CH:30]=[N:14][NH:13][C:11]1[CH:12]=[C:7]([N:1]2[CH2:2][CH2:3][O:4][CH2:5][CH2:6]2)[C:8]2[N:9]([CH:15]=[C:16]([C:18]3[CH:23]=[CH:22][N:21]=[CH:20][CH:19]=3)[N:17]=2)[N:10]=1)([CH3:26])=[CH2:25]. The catalyst class is: 8.